Dataset: Reaction yield outcomes from USPTO patents with 853,638 reactions. Task: Predict the reaction yield, written as a fraction of the theoretical maximum amount of product (1.0 means a 100% yield; for example, 0.34 means a 34% yield). The reactants are [C:1]([O:5][C:6]([N:8]1[CH2:12][C@@H:11]([O:13][C:14]2[CH:23]=[CH:22][C:21]3[C:16](=[CH:17][CH:18]=[CH:19][CH:20]=3)[CH:15]=2)[CH2:10][C@H:9]1[CH2:24][OH:25])=[O:7])([CH3:4])([CH3:3])[CH3:2].O[C:27]1[CH:32]=[CH:31][C:30]([C:33]([O:35][CH3:36])=[O:34])=[CH:29][N:28]=1.C1C=CC(P(C2C=CC=CC=2)C2C=CC=CC=2)=CC=1.CC(OC(/N=N/C(OC(C)C)=O)=O)C. The catalyst is C1COCC1. The product is [CH3:36][O:35][C:33]([C:30]1[CH:31]=[CH:32][C:27]([O:25][CH2:24][C@@H:9]2[CH2:10][C@H:11]([O:13][C:14]3[CH:23]=[CH:22][C:21]4[C:16](=[CH:17][CH:18]=[CH:19][CH:20]=4)[CH:15]=3)[CH2:12][N:8]2[C:6]([O:5][C:1]([CH3:4])([CH3:3])[CH3:2])=[O:7])=[N:28][CH:29]=1)=[O:34]. The yield is 0.250.